The task is: Predict the reaction yield, written as a fraction of the theoretical maximum amount of product (1.0 means a 100% yield; for example, 0.34 means a 34% yield).. This data is from Reaction yield outcomes from USPTO patents with 853,638 reactions. (1) The reactants are [NH2:1][C:2]1[CH:7]=[CH:6][C:5]([OH:8])=[CH:4][CH:3]=1.[CH3:9][C:10]([CH3:16])([CH3:15])[CH2:11][C:12](Cl)=[O:13].N1C=CC=CC=1. The catalyst is ClCCl. The product is [OH:8][C:5]1[CH:6]=[CH:7][C:2]([NH:1][C:12](=[O:13])[CH2:11][C:10]([CH3:16])([CH3:15])[CH3:9])=[CH:3][CH:4]=1. The yield is 0.310. (2) The reactants are [O:1]1[CH2:6][CH2:5][N:4]([C:7]2[N:12]=[CH:11][C:10]([C:13]([O:15]CC)=[O:14])=[CH:9][N:8]=2)[CH2:3][CH2:2]1. The catalyst is Cl.O. The product is [O:1]1[CH2:6][CH2:5][N:4]([C:7]2[N:8]=[CH:9][C:10]([C:13]([OH:15])=[O:14])=[CH:11][N:12]=2)[CH2:3][CH2:2]1. The yield is 0.920.